Dataset: Catalyst prediction with 721,799 reactions and 888 catalyst types from USPTO. Task: Predict which catalyst facilitates the given reaction. (1) Reactant: [CH2:1]([O:8][C:9](=[O:32])[C@@H:10](NC(=O)[C@@H](NC(OC(C)(C)C)=O)C)[CH2:11][CH2:12][C:13]1[CH:18]=[CH:17][CH:16]=[CH:15][CH:14]=1)[C:2]1[CH:7]=[CH:6][CH:5]=[CH:4][CH:3]=1.FC(F)(F)C(O)=[O:36].[CH:40]([N:43](CC)C(C)C)([CH3:42])[CH3:41].[CH2:49]1[C:57]2[C:52](=[CH:53][CH:54]=[CH:55][CH:56]=2)[CH2:51][CH:50]1[C:58]([OH:60])=O.CN(C(ON1N=NC2C=CC=NC1=2)=[N+](C)C)C.F[P-](F)(F)(F)(F)F. Product: [CH2:1]([O:8][C:9](=[O:32])[C@H:10]([C:41](=[O:36])[C@@H:40]([NH:43][C:58]([CH:50]1[CH2:49][C:57]2[C:52](=[CH:53][CH:54]=[CH:55][CH:56]=2)[CH2:51]1)=[O:60])[CH3:42])[CH2:11][CH2:12][C:13]1[CH:14]=[CH:15][CH:16]=[CH:17][CH:18]=1)[C:2]1[CH:3]=[CH:4][CH:5]=[CH:6][CH:7]=1. The catalyst class is: 4. (2) Reactant: [F:1][C:2]1[C:3]([NH:19][C:20]2[CH:21]=[C:22](NC(=O)C=C)C=C[CH:25]=2)=[N:4][C:5]([NH:8][C:9]2[CH:14]=[CH:13][C:12]([O:15][CH2:16][CH2:17][OH:18])=[CH:11][CH:10]=2)=[N:6][CH:7]=1.C[N+:32]1([O-])[CH2:37][CH2:36][O:35][CH2:34][CH2:33]1.C(Cl)Cl.C[OH:43].C1[CH2:48][O:47]CC1. Product: [F:1][C:2]1[C:3]([NH:19][C:20]2[CH:25]=[C:37]([NH:32][C:33](=[O:43])[CH:34]([OH:35])[CH2:48][OH:47])[CH:36]=[CH:22][CH:21]=2)=[N:4][C:5]([NH:8][C:9]2[CH:10]=[CH:11][C:12]([O:15][CH2:16][CH2:17][OH:18])=[CH:13][CH:14]=2)=[N:6][CH:7]=1. The catalyst class is: 6. (3) Product: [CH3:16][O:4][CH2:3][C:2]([C:8]1[CH:9]=[CH:10][CH:11]=[CH:12][CH:13]=1)([CH3:1])[CH2:5][CH:6]=[CH2:7]. Reactant: [CH3:1][C:2]([C:8]1[CH:13]=[CH:12][CH:11]=[CH:10][CH:9]=1)([CH2:5][CH:6]=[CH2:7])[CH2:3][OH:4].[H-].[Na+].[CH3:16]I. The catalyst class is: 3. (4) Reactant: S(Cl)([Cl:3])=O.[CH3:5][C:6]1[C:11]([CH3:12])=[C:10]([NH:13][CH2:14][CH2:15][CH2:16][CH2:17][CH2:18]O)[C:9]([N+:20]([O-:22])=[O:21])=[C:8]([O:23][C:24]2[CH:29]=[CH:28][CH:27]=[CH:26][CH:25]=2)[N:7]=1. Product: [Cl:3][CH2:18][CH2:17][CH2:16][CH2:15][CH2:14][NH:13][C:10]1[C:9]([N+:20]([O-:22])=[O:21])=[C:8]([O:23][C:24]2[CH:29]=[CH:28][CH:27]=[CH:26][CH:25]=2)[N:7]=[C:6]([CH3:5])[C:11]=1[CH3:12]. The catalyst class is: 4. (5) Reactant: [NH2:1][C:2]1[CH:3]=[N:4][CH:5]=[CH:6][C:7]=1[N:8]1[CH2:13][CH2:12][CH2:11][C@H:10]([NH:14][C:15](=[O:21])[O:16][C:17]([CH3:20])([CH3:19])[CH3:18])[CH2:9]1.[C:22]([O:26][C:27]([NH:29][C:30]1[S:38][C:37]2[C:32](=[N:33][CH:34]=[C:35]([CH2:39][O:40][CH3:41])[CH:36]=2)[C:31]=1[C:42](O)=[O:43])=[O:28])([CH3:25])([CH3:24])[CH3:23].CN(C(ON1N=NC2C=CC=NC1=2)=[N+](C)C)C.F[P-](F)(F)(F)(F)F.CCN(C(C)C)C(C)C. Product: [C:22]([O:26][C:27]([NH:29][C:30]1[S:38][C:37]2[C:32](=[N:33][CH:34]=[C:35]([CH2:39][O:40][CH3:41])[CH:36]=2)[C:31]=1[C:42]([NH:1][C:2]1[CH:3]=[N:4][CH:5]=[CH:6][C:7]=1[N:8]1[CH2:13][CH2:12][CH2:11][C@H:10]([NH:14][C:15](=[O:21])[O:16][C:17]([CH3:18])([CH3:20])[CH3:19])[CH2:9]1)=[O:43])=[O:28])([CH3:25])([CH3:23])[CH3:24]. The catalyst class is: 3. (6) Reactant: [C:1]1([C:7]2[N:8]=[N:9][N:10]([CH2:12][C:13]([C:15]3[CH:20]=[CH:19][CH:18]=[CH:17][CH:16]=3)=[O:14])[CH:11]=2)[CH:6]=[CH:5][CH:4]=[CH:3][CH:2]=1.[F:21][C:22]([F:29])([F:28])[S:23]([O:26]C)(=[O:25])=[O:24]. Product: [F:21][C:22]([F:29])([F:28])[S:23]([O-:26])(=[O:25])=[O:24].[CH3:22][N:8]1[C:7]([C:1]2[CH:6]=[CH:5][CH:4]=[CH:3][CH:2]=2)=[CH:11][N+:10]([CH2:12][C:13]([C:15]2[CH:16]=[CH:17][CH:18]=[CH:19][CH:20]=2)=[O:14])=[N:9]1. The catalyst class is: 10. (7) Reactant: [Cl:1][C:2]1[CH:7]=[CH:6][C:5]([S:8]([NH:11][C@H:12]([C:15]2[CH:20]=[CH:19][CH:18]=[CH:17][CH:16]=2)[CH2:13][CH3:14])(=[O:10])=[O:9])=[CH:4][CH:3]=1.Br[CH2:22][C:23]1[CH:28]=[CH:27][C:26]([O:29][CH3:30])=[C:25]([F:31])[C:24]=1[F:32].C(=O)([O-])[O-].[Cs+].[Cs+].O. Product: [Cl:1][C:2]1[CH:7]=[CH:6][C:5]([S:8]([N:11]([CH2:22][C:23]2[CH:28]=[CH:27][C:26]([O:29][CH3:30])=[C:25]([F:31])[C:24]=2[F:32])[C@H:12]([C:15]2[CH:16]=[CH:17][CH:18]=[CH:19][CH:20]=2)[CH2:13][CH3:14])(=[O:10])=[O:9])=[CH:4][CH:3]=1. The catalyst class is: 3. (8) Reactant: [C:1]([O:5][C:6](=[O:21])[NH:7][C:8]1[CH:13]=[C:12]([N:14]([CH3:16])[CH3:15])[C:11]([F:17])=[CH:10][C:9]=1[N+:18]([O-])=O)([CH3:4])([CH3:3])[CH3:2]. Product: [C:1]([O:5][C:6](=[O:21])[NH:7][C:8]1[CH:13]=[C:12]([N:14]([CH3:16])[CH3:15])[C:11]([F:17])=[CH:10][C:9]=1[NH2:18])([CH3:4])([CH3:2])[CH3:3]. The catalyst class is: 45.